Dataset: TCR-epitope binding with 47,182 pairs between 192 epitopes and 23,139 TCRs. Task: Binary Classification. Given a T-cell receptor sequence (or CDR3 region) and an epitope sequence, predict whether binding occurs between them. (1) The epitope is KTSVDCTMYI. The TCR CDR3 sequence is CASSEATEEQYF. Result: 0 (the TCR does not bind to the epitope). (2) The epitope is KLSALGINAV. The TCR CDR3 sequence is CASSVSALGSDTQYF. Result: 1 (the TCR binds to the epitope). (3) The epitope is KTWGQYWQV. The TCR CDR3 sequence is CASSSGTSGSTDTQYF. Result: 0 (the TCR does not bind to the epitope). (4) The epitope is SLYNTVATL. The TCR CDR3 sequence is CASSPRTLGTEAFF. Result: 0 (the TCR does not bind to the epitope). (5) The epitope is EHPTFTSQYRIQGKL. The TCR CDR3 sequence is CASMVPGGEDYGYTF. Result: 0 (the TCR does not bind to the epitope). (6) The epitope is TEKSNIIRGW. The TCR CDR3 sequence is CASSLAPGQGNTGELFF. Result: 1 (the TCR binds to the epitope). (7) The epitope is YYRRATRRIR. The TCR CDR3 sequence is CASSHRGQETQYF. Result: 0 (the TCR does not bind to the epitope).